From a dataset of Full USPTO retrosynthesis dataset with 1.9M reactions from patents (1976-2016). Predict the reactants needed to synthesize the given product. (1) The reactants are: [NH2:1][CH:2]1[CH2:7][CH2:6][N:5]([C:8](=[O:10])[CH3:9])[CH2:4][CH2:3]1.[C:11]([O:15][C:16]([N:18]1[CH2:23][CH2:22][CH2:21][C:20](=O)[CH:19]1[CH2:25][C:26]1[CH:31]=[CH:30][CH:29]=[CH:28][CH:27]=1)=[O:17])([CH3:14])([CH3:13])[CH3:12].O.C(O[BH-](OC(=O)C)OC(=O)C)(=O)C.[Na+]. Given the product [C:11]([O:15][C:16]([N:18]1[CH2:23][CH2:22][CH2:21][CH:20]([NH:1][CH:2]2[CH2:7][CH2:6][N:5]([C:8](=[O:10])[CH3:9])[CH2:4][CH2:3]2)[CH:19]1[CH2:25][C:26]1[CH:27]=[CH:28][CH:29]=[CH:30][CH:31]=1)=[O:17])([CH3:14])([CH3:12])[CH3:13], predict the reactants needed to synthesize it. (2) Given the product [CH3:41][C:39]1[N:38]=[CH:37][N:36]=[C:35]([N:22]2[CH2:21][CH2:20][CH:19]([NH:18][C:16]3[S:17][C:13]4[CH2:12][CH2:11][CH2:10][CH:9]([C:3]5[CH:8]=[CH:7][CH:6]=[CH:5][CH:4]=5)[C:14]=4[N:15]=3)[CH2:24][CH2:23]2)[CH:40]=1, predict the reactants needed to synthesize it. The reactants are: Cl.Cl.[C:3]1([CH:9]2[C:14]3[N:15]=[C:16]([NH:18][CH:19]4[CH2:24][CH2:23][NH:22][CH2:21][CH2:20]4)[S:17][C:13]=3[CH2:12][CH2:11][CH2:10]2)[CH:8]=[CH:7][CH:6]=[CH:5][CH:4]=1.C(N(CC)C(C)C)(C)C.Cl[C:35]1[CH:40]=[C:39]([CH3:41])[N:38]=[CH:37][N:36]=1.CN1CCCC1=O. (3) Given the product [N+:26]([C:11]1[CH:12]=[C:13]2[CH:14]=[C:15]([C:16]3[CH:17]=[C:18]([NH:35][C:2](=[O:4])[CH3:1])[CH:19]=[CH:20][CH:21]=3)[NH:7][C:8]2=[N:9][CH:10]=1)([O-:28])=[O:27], predict the reactants needed to synthesize it. The reactants are: [CH3:1][C:2](C)([O-:4])C.[K+].[NH2:7][C:8]1[C:13]([C:14]#[C:15][C:16]2[CH:21]=[CH:20][C:19](NC(=O)C)=[CH:18][CH:17]=2)=[CH:12][C:11]([N+:26]([O-:28])=[O:27])=[CH:10][N:9]=1.O1CCCC1.C[N:35](C)C=O.